From a dataset of Drug-target binding data from BindingDB using IC50 measurements. Regression. Given a target protein amino acid sequence and a drug SMILES string, predict the binding affinity score between them. We predict pIC50 (pIC50 = -log10(IC50 in M); higher means more potent). Dataset: bindingdb_ic50. (1) The compound is CC[C@H](C)[C@H](NC(=O)[C@H](CCC(N)=O)NC(=O)[C@@H](NC(=O)OCc1ccccc1)C(C)C)C(=O)N[C@H](C=CS(C)(=O)=O)CC(=O)O. The target protein (Q92851) has sequence MKSQGQHWYSSSDKNCKVSFREKLLIIDSNLGVQDVENLKFLCIGLVPNKKLEKSSSASDVFEHLLAEDLLSEEDPFFLAELLYIIRQKKLLQHLNCTKEEVERLLPTRQRVSLFRNLLYELSEGIDSENLKDMIFLLKDSLPKTEMTSLSFLAFLEKQGKIDEDNLTCLEDLCKTVVPKLLRNIEKYKREKAIQIVTPPVDKEAESYQGEEELVSQTDVKTFLEALPQESWQNKHAGSNGNRATNGAPSLVSRGMQGASANTLNSETSTKRAAVYRMNRNHRGLCVIVNNHSFTSLKDRQGTHKDAEILSHVFQWLGFTVHIHNNVTKVEMEMVLQKQKCNPAHADGDCFVFCILTHGRFGAVYSSDEALIPIREIMSHFTALQCPRLAEKPKLFFIQACQGEEIQPSVSIEADALNPEQAPTSLQDSIPAEADFLLGLATVPGYVSFRHVEEGSWYIQSLCNHLKKLVPRMLKFLEKTMEIRGRKRTVWGAKQISATS.... The pIC50 is 6.9. (2) The small molecule is COc1cc(-c2c(C(=O)N(C)C)n(-c3ccc(N)cc3)c(=O)c3cc(OCc4ccccn4)ccc23)cc(OC)c1OC. The target protein (O77746) has sequence MERGSPGAGAARLPRDQDSVEAWLDDHRDFTFSYFVKKATREMVNAWFAERVHTIPVCKEGIRGHAESCSCSSQQSSRADSSAPGTPTRKISASEFDRPLRPIVVKDSEGTVSFLADSEKKEQMPLTPPRFDNDEGDQCSRLLELVKDISSHLDVTALCHKIFLHIHGLISADRYSLFLVCEDSSNDKFLISRLFDVAEGSTLEEASNNCIRLEWNKGIVGHVAALGEPLNIKDAYEDPRFNAEVDQITGYKTQSILCMPIKNHREEVVGVAQAINKKSGNGGTFTEKDEKDFAAYLAFCGIVLHNAQLYETSLLENKRNQVLLDLASLIFEEQQSLEVILKKIAATIISFMQVQKCTIFIVDEDCSDSFSSVFHMECEELEKLPDTLTRERDANRINYMYAQYVKNTMEPLNIPDVSKDKRFPWTNENTGNVNQQCIRSLLCTPIKNGKKNKVIGVCQLVNKMEENTGKVKPFNRNDEQFLEAFVIFCGLGIQNTQMYE.... The pIC50 is 5.7. (3) The small molecule is CCOc1ccccc1C(=O)NCC1(N2CCN(c3ccccc3)CC2)CCCCC1. The target protein (O60741) has sequence MEGGGKPNSSSNSRDDGNSVFPAKASATGAGPAAAEKRLGTPPGGGGAGAKEHGNSVCFKVDGGGGGGGGGGGGEEPAGGFEDAEGPRRQYGFMQRQFTSMLQPGVNKFSLRMFGSQKAVEKEQERVKTAGFWIIHPYSDFRFYWDLIMLIMMVGNLVIIPVGITFFTEQTTTPWIIFNVASDTVFLLDLIMNFRTGTVNEDSSEIILDPKVIKMNYLKSWFVVDFISSIPVDYIFLIVEKGMDSEVYKTARALRIVRFTKILSLLRLLRLSRLIRYIHQWEEIFHMTYDLASAVVRIFNLIGMMLLLCHWDGCLQFLVPLLQDFPPDCWVSLNEMVNDSWGKQYSYALFKAMSHMLCIGYGAQAPVSMSDLWITMLSMIVGATCYAMFVGHATALIQSLDSSRRQYQEKYKQVEQYMSFHKLPADMRQKIHDYYEHRYQGKIFDEENILNELNDPLREEIVNFNCRKLVATMPLFANADPNFVTAMLSKLRFEVFQPGD.... The pIC50 is 3.7. (4) The compound is Cc1nocc1C(=O)N[C@@H](C)c1ccc(OC2CCN(c3ccnc(OCC(F)F)c3)C2)cc1. The target protein (O00763) has sequence MVLLLCLSCLIFSCLTFSWLKIWGKMTDSKPITKSKSEANLIPSQEPFPASDNSGETPQRNGEGHTLPKTPSQAEPASHKGPKDAGRRRNSLPPSHQKPPRNPLSSSDAAPSPELQANGTGTQGLEATDTNGLSSSARPQGQQAGSPSKEDKKQANIKRQLMTNFILGSFDDYSSDEDSVAGSSRESTRKGSRASLGALSLEAYLTTGEAETRVPTMRPSMSGLHLVKRGREHKKLDLHRDFTVASPAEFVTRFGGDRVIEKVLIANNGIAAVKCMRSIRRWAYEMFRNERAIRFVVMVTPEDLKANAEYIKMADHYVPVPGGPNNNNYANVELIVDIAKRIPVQAVWAGWGHASENPKLPELLCKNGVAFLGPPSEAMWALGDKIASTVVAQTLQVPTLPWSGSGLTVEWTEDDLQQGKRISVPEDVYDKGCVKDVDEGLEAAERIGFPLMIKASEGGGGKGIRKAESAEDFPILFRQVQSEIPGSPIFLMKLAQHARH.... The pIC50 is 7.3. (5) The compound is CCOC(=O)c1c(NC(=O)C(=O)N/N=C/c2ccccc2O)sc2c1CCC(C)C2. The target protein (P08592) has sequence MLPSLALLLLAAWTVRALEVPTDGNAGLLAEPQIAMFCGKLNMHMNVQNGKWESDPSGTKTCIGTKEGILQYCQEVYPELQITNVVEANQPVTIQNWCKRGRKQCKTHTHIVIPYRCLVGEFVSDALLVPDKCKFLHQERMDVCETHLHWHTVAKETCSEKSTNLHDYGMLLPCGIDKFRGVEFVCCPLAEESDSIDSADAEEDDSDVWWGGADTDYADGGEDKVVEVAEEEEVADVEEEEAEDDEDVEDGDEVEEEAEEPYEEATERTTSIATTTTTTTESVEEVVREVCSEQAETGPCRAMISRWYFDVTEGKCAPFFYGGCGGNRNNFDTEEYCMAVCGSVSSQSLLKTTSEPLPQDPVKLPTTAASTPDAVDKYLETPGDENEHAHFQKAKERLEAKHRERMSQVMREWEEAERQAKNLPKADKKAVIQHFQEKVESLEQEAANERQQLVETHMARVEAMLNDRRRLALENYITALQAVPPRPHHVFNMLKKYVRA.... The pIC50 is 6.0.